From a dataset of Forward reaction prediction with 1.9M reactions from USPTO patents (1976-2016). Predict the product of the given reaction. (1) Given the reactants Br[C:2]1[N:3]=[C:4]([NH2:16])[C:5]2[N:6]([N:8]=[C:9]([C:11]3[O:12][CH:13]=[CH:14][CH:15]=3)[N:10]=2)[CH:7]=1.[CH2:17]([OH:20])[C:18]#[CH:19].[C:21]1(O)[CH:26]=[CH:25][CH:24]=[CH:23][CH:22]=1.C1(P(C2C=CC=CC=2)C2C=CC=CC=2)C=CC=CC=1.N(C(OC(C)C)=O)=NC(OC(C)C)=O, predict the reaction product. The product is: [O:12]1[CH:13]=[CH:14][CH:15]=[C:11]1[C:9]1[N:10]=[C:5]2[C:4]([NH2:16])=[N:3][C:2]([C:19]#[C:18][CH2:17][O:20][C:21]3[CH:26]=[CH:25][CH:24]=[CH:23][CH:22]=3)=[CH:7][N:6]2[N:8]=1. (2) The product is: [C:5]([C:4]1[CH:3]=[C:2]([CH2:15][C:14](=[O:13])[CH3:16])[CH:9]=[CH:8][CH:7]=1)#[N:6]. Given the reactants Br[C:2]1[CH:3]=[C:4]([CH:7]=[CH:8][CH:9]=1)[C:5]#[N:6].C([O:13][C:14]([CH3:16])=[CH2:15])(=O)C, predict the reaction product.